Predict the product of the given reaction. From a dataset of Forward reaction prediction with 1.9M reactions from USPTO patents (1976-2016). (1) Given the reactants [N:1]1[C:10]2[C:5](=[CH:6][CH:7]=[CH:8][CH:9]=2)[N:4]=[CH:3][CH:2]=1.[Cl-].[K+].S([O-])([O-])(=O)=O.[K+].[K+].[Fe-4:20]([C:31]#[N:32])([C:29]#[N:30])([C:27]#[N:28])([C:25]#[N:26])([C:23]#[N:24])[C:21]#[N:22].[K+].[K+].[K+].[K+], predict the reaction product. The product is: [N:1]1[C:10]2[C:5](=[CH:6][CH:7]=[CH:8][CH:9]=2)[N:4]=[CH:3][CH:2]=1.[Fe-4:20]([C:29]#[N:30])([C:25]#[N:26])([C:21]#[N:22])([C:23]#[N:24])([C:27]#[N:28])[C:31]#[N:32]. (2) Given the reactants [NH2:1][C:2]1[C:10]([NH2:11])=[CH:9][CH:8]=[CH:7][C:3]=1[C:4]([OH:6])=[O:5].[F:12][C:13]([F:23])([F:22])[C:14]1[CH:21]=[CH:20][CH:19]=[CH:18][C:15]=1[CH:16]=O.S(S([O-])=O)([O-])(=O)=O.[Na+].[Na+], predict the reaction product. The product is: [F:12][C:13]([F:22])([F:23])[C:14]1[CH:21]=[CH:20][CH:19]=[CH:18][C:15]=1[C:16]1[NH:11][C:10]2[CH:9]=[CH:8][CH:7]=[C:3]([C:4]([OH:6])=[O:5])[C:2]=2[N:1]=1. (3) Given the reactants [Br:1][C:2]1[CH:3]=[N:4][C:5]2[N:6]([N:8]=[C:9]([C:11]([OH:13])=O)[CH:10]=2)[CH:7]=1.[Br:14][C:15]1[CH:16]=[C:17]([C:21]2[CH2:22][CH:23]([CH3:27])[NH:24][CH2:25][CH:26]=2)[CH:18]=[CH:19][CH:20]=1, predict the reaction product. The product is: [Br:14][C:15]1[CH:16]=[C:17]([C:21]2[CH2:22][CH:23]([CH3:27])[N:24]([C:11]([C:9]3[CH:10]=[C:5]4[N:4]=[CH:3][C:2]([Br:1])=[CH:7][N:6]4[N:8]=3)=[O:13])[CH2:25][CH:26]=2)[CH:18]=[CH:19][CH:20]=1. (4) Given the reactants BrC1SC2C(O)=CC(C)=CC=2N=1.C(N(CC)CC)C.C(OCC)(=O)C=O.Br[C:28]1[S:29][C:30]2[C:36]([OH:37])=[C:35]([CH:38]([OH:44])[C:39]([O:41][CH2:42][CH3:43])=[O:40])[C:34]([CH3:45])=[CH:33][C:31]=2[N:32]=1.[Cl:46]CCl, predict the reaction product. The product is: [Cl:46][C:28]1[S:29][C:30]2[C:36]([OH:37])=[C:35]([CH:38]([OH:44])[C:39]([O:41][CH2:42][CH3:43])=[O:40])[C:34]([CH3:45])=[CH:33][C:31]=2[N:32]=1. (5) Given the reactants [NH2:1][C@@H:2]([CH2:32][C:33]1[CH:38]=[CH:37][CH:36]=[CH:35][C:34]=1[Cl:39])[C:3]([N:5]1[CH2:10][CH2:9][CH:8]([N:11]2[N:20]=[C:19]([C:21]3[CH:26]=[CH:25][C:24]([O:27][CH3:28])=[C:23]([O:29][CH3:30])[CH:22]=3)[C@@H:18]3[C@@H:13]([CH2:14][CH2:15][CH2:16][CH2:17]3)[C:12]2=[O:31])[CH2:7][CH2:6]1)=[O:4].[CH:40]1([CH2:43][O:44][C:45]2[CH:53]=[CH:52][C:48]3[O:49][CH2:50][O:51][C:47]=3[C:46]=2[C:54]2[C:55]3[NH:62][CH:61]=[C:60]([C:63](O)=[O:64])[C:56]=3[N:57]=[CH:58][N:59]=2)[CH2:42][CH2:41]1.CN(C(ON1N=NC2C=CC=CC1=2)=[N+](C)C)C.F[P-](F)(F)(F)(F)F.CCN(C(C)C)C(C)C.C(=O)(O)[O-].[Na+], predict the reaction product. The product is: [Cl:39][C:34]1[CH:35]=[CH:36][CH:37]=[CH:38][C:33]=1[CH2:32][C@H:2]([NH:1][C:63]([C:60]1[C:56]2[N:57]=[CH:58][N:59]=[C:54]([C:46]3[C:47]4[O:51][CH2:50][O:49][C:48]=4[CH:52]=[CH:53][C:45]=3[O:44][CH2:43][CH:40]3[CH2:42][CH2:41]3)[C:55]=2[NH:62][CH:61]=1)=[O:64])[C:3]([N:5]1[CH2:6][CH2:7][CH:8]([N:11]2[N:20]=[C:19]([C:21]3[CH:26]=[CH:25][C:24]([O:27][CH3:28])=[C:23]([O:29][CH3:30])[CH:22]=3)[C@@H:18]3[C@@H:13]([CH2:14][CH2:15][CH2:16][CH2:17]3)[C:12]2=[O:31])[CH2:9][CH2:10]1)=[O:4]. (6) The product is: [Cl:17][C:3](=[N:2][OH:1])[CH:4]1[CH2:9][CH2:8][N:7]([C:10]([O:12][C:13]([CH3:16])([CH3:15])[CH3:14])=[O:11])[CH2:6][CH2:5]1. Given the reactants [OH:1][N:2]=[CH:3][CH:4]1[CH2:9][CH2:8][N:7]([C:10]([O:12][C:13]([CH3:16])([CH3:15])[CH3:14])=[O:11])[CH2:6][CH2:5]1.[Cl:17]N1C(=O)CCC1=O, predict the reaction product. (7) Given the reactants [NH2:1][C:2]1[CH:3]=[C:4]([OH:9])[CH:5]=[C:6]([Cl:8])[CH:7]=1.[N:10]([O-])=O.[Na+].[Sn](Cl)Cl.C(=O)([O-])O.[Na+], predict the reaction product. The product is: [Cl:8][C:6]1[CH:5]=[C:4]([OH:9])[CH:3]=[C:2]([NH:1][NH2:10])[CH:7]=1.